This data is from Catalyst prediction with 721,799 reactions and 888 catalyst types from USPTO. The task is: Predict which catalyst facilitates the given reaction. (1) Reactant: [NH2:1][NH2:2].C(N(CC)CC)C.[Cl:10][C:11]1[CH:16]=[CH:15][C:14]([C:17]2([C:21](F)=[O:22])[CH2:20][CH2:19][CH2:18]2)=[CH:13][CH:12]=1. Product: [Cl:10][C:11]1[CH:16]=[CH:15][C:14]([C:17]2([C:21]([NH:1][NH2:2])=[O:22])[CH2:20][CH2:19][CH2:18]2)=[CH:13][CH:12]=1. The catalyst class is: 10. (2) Reactant: Br[C:2]1[CH:3]=[C:4]([CH3:24])[C:5]([N:8]2[C:12]([CH3:13])=[C:11]([C:14]([N:16]([CH3:23])[C:17]3[CH:18]=[N:19][CH:20]=[CH:21][CH:22]=3)=[O:15])[CH:10]=[N:9]2)=[N:6][CH:7]=1.[Cu](C#N)[C:26]#[N:27]. Product: [C:26]([C:2]1[CH:3]=[C:4]([CH3:24])[C:5]([N:8]2[C:12]([CH3:13])=[C:11]([C:14]([N:16]([CH3:23])[C:17]3[CH:18]=[N:19][CH:20]=[CH:21][CH:22]=3)=[O:15])[CH:10]=[N:9]2)=[N:6][CH:7]=1)#[N:27]. The catalyst class is: 300. (3) Reactant: [F:1][C:2]1[CH:3]=[C:4]([CH:9]([CH3:13])C(O)=O)[CH:5]=[CH:6][C:7]=1[F:8].C(Cl)(=O)[C:15]([Cl:17])=[O:16]. Product: [F:1][C:2]1[CH:3]=[C:4]([CH2:9][CH2:13][C:15]([Cl:17])=[O:16])[CH:5]=[CH:6][C:7]=1[F:8]. The catalyst class is: 85. (4) Reactant: [CH3:1][S:2](Cl)(=[O:4])=[O:3].[C:6]([O:10][C:11]([N:13]1[CH2:18][CH2:17][O:16][CH:15]([CH2:19][OH:20])[CH2:14]1)=[O:12])([CH3:9])([CH3:8])[CH3:7]. Product: [C:6]([O:10][C:11]([N:13]1[CH2:18][CH2:17][O:16][CH:15]([CH2:19][O:20][S:2]([CH3:1])(=[O:4])=[O:3])[CH2:14]1)=[O:12])([CH3:9])([CH3:8])[CH3:7]. The catalyst class is: 2.